This data is from Drug-target binding data from BindingDB using IC50 measurements. The task is: Regression. Given a target protein amino acid sequence and a drug SMILES string, predict the binding affinity score between them. We predict pIC50 (pIC50 = -log10(IC50 in M); higher means more potent). Dataset: bindingdb_ic50. (1) The small molecule is O=C(c1ccccc1)c1oc2cc(O)ccc2c1-c1cccc2ccccc12. The target protein (P06211) has sequence MTMTLHTKASGMALLHQIQGNELEPLNRPQLKMPMERALGEVYVDNSKPAVFNYPEGAAYEFNAAAAAAAAGASAPVYGQSSITYGPGSEAAAFGANSLGAFPQLNSVSPSPLMLLHPPPHVSPFLHPHGHQVPYYLENEPSAYAVRDTGPPAFYRSNSDNRRQNGRERLSSSSEKGNMIMESAKETRYCAVCNDYASGYHYGVWSCEGCKAFFKRSIQGHNDYMCPATNQCTIDKNRRKSCQACRLRKCYEVGMMKGGIRKDRRGGRMLKHKRQRDDLEGRNEMGTSGDMRAANLWPSPLVIKHTKKNSPALSLTADQMVSALLDAEPPLIYSEYDPSRPFSEASMMGLLTNLADRELVHMINWAKRVPGFGDLNLHDQVHLLECAWLEILMIGLVWRSMEHPGKLLFAPNLLLDRNQGKCVEGMVEIFDMLLATSSRFRMMNLQGEEFVCLKSIILLNSGVYTFLSSTLKSLEEKDHIHRVLDKINDTLIHLMAKAGL.... The pIC50 is 6.8. (2) The small molecule is O=c1c2ccccc2[se]n1-c1ccccc1. The target protein (Q00G26) has sequence MSEEEAAQIPRSSVWEQDQQNVVQRVVALPLVRATCTAVCDVYSAAKDRHPLLGSACRLAENCVCGLTTRALDHAQPLLEHLQPQLATMNSLACRGLDKLEEKLPFLQQPSETVVTSAKDVVASSVTGVVDLARRGRRWSVELKRSVSHAVDVVLEKSEELVDHFLPMTEEELAALAAEAEGPEVGSVEDQRRQQGYFVRLGSLSARIRHLAYEHSVGKLRQSKHRAQDTLAQLQETLELIDHMQCGVTPTAPACPGKVHELWGEWGQRPPESRRRSQAELETLVLSRSLTQELQGTVEALESSVRGLPAGAQEKVAEVRRSVDALQTAFADARCFRDVPAAALAEGRGRVAHAHACVDELLELVVQAVPLPWLVGPFAPILVERPEPLPDLADLVDEVIGGPDPRWAHLDWPAQQRAWEAEHRDGSGNGDGDRMGVAGDICEQEPETPSCPVKHTLMPELDF. The pIC50 is 6.0. (3) The compound is CCOc1ccc(-n2nc3c(NC)nnc(C)c3c2C)cc1. The target protein (Q9NY47) has sequence MAVPARTCGASRPGPARTARPWPGCGPHPGPGTRRPTSGPPRPLWLLLPLLPLLAAPGASAYSFPQQHTMQHWARRLEQEVDGVMRIFGGVQQLREIYKDNRNLFEVQENEPQKLVEKVAGDIESLLDRKVQALKRLADAAENFQKAHRWQDNIKEEDIVYYDAKADAELDDPESEDVERGSKASTLRLDFIEDPNFKNKVNYSYAAVQIPTDIYKGSTVILNELNWTEALENVFMENRRQDPTLLWQVFGSATGVTRYYPATPWRAPKKIDLYDVRRRPWYIQGASSPKDMVIIVDVSGSVSGLTLKLMKTSVCEMLDTLSDDDYVNVASFNEKAQPVSCFTHLVQANVRNKKVFKEAVQGMVAKGTTGYKAGFEYAFDQLQNSNITRANCNKMIMMFTDGGEDRVQDVFEKYNWPNRTVRVFTFSVGQHNYDVTPLQWMACANKGYYFEIPSIGAIRINTQEYLDVLGRPMVLAGKEAKQVQWTNVYEDALGLGLVVT.... The pIC50 is 6.3.